The task is: Predict the reactants needed to synthesize the given product.. This data is from Full USPTO retrosynthesis dataset with 1.9M reactions from patents (1976-2016). (1) Given the product [C:28]([C:26]1[O:25][N:24]=[C:23]([NH:22][C:21]([C@@H:16]2[CH2:17][CH2:18][C:19](=[O:20])[N:15]2[C:12]2[CH:13]=[CH:14][C:9]([NH:7][CH3:6])=[CH:10][CH:11]=2)=[O:32])[CH:27]=1)([CH3:31])([CH3:29])[CH3:30], predict the reactants needed to synthesize it. The reactants are: C(O[C:6](=O)[N:7]([C:9]1[CH:14]=[CH:13][C:12]([N:15]2[C:19](=[O:20])[CH2:18][CH2:17][C@H:16]2[C:21](=[O:32])[NH:22][C:23]2[CH:27]=[C:26]([C:28]([CH3:31])([CH3:30])[CH3:29])[O:25][N:24]=2)=[CH:11][CH:10]=1)C)(C)(C)C.FC(F)(F)C(O)=O. (2) Given the product [CH2:11]([O:18][C:19]([N:21]1[CH2:26][CH2:25][CH:24]([CH:27]=[O:28])[CH2:23][CH2:22]1)=[O:20])[C:12]1[CH:17]=[CH:16][CH:15]=[CH:14][CH:13]=1, predict the reactants needed to synthesize it. The reactants are: [H-].C([Al+]CC(C)C)C(C)C.[CH2:11]([O:18][C:19]([N:21]1[CH2:26][CH2:25][CH:24]([C:27](OCC)=[O:28])[CH2:23][CH2:22]1)=[O:20])[C:12]1[CH:17]=[CH:16][CH:15]=[CH:14][CH:13]=1.C([O-])(=O)C(C(C([O-])=O)O)O.[Na+].[Na+]. (3) Given the product [CH:1]1[C:6]([C:7]#[N:8])=[CH:5][C:4]2[C:9]([CH2:12][CH2:13][CH2:14][CH2:15][N:16]3[CH2:17][CH2:18][N:19]([C:22]4[CH:23]=[CH:24][C:25]5[O:30][C:29]([C:31]([NH2:33])=[O:32])=[CH:28][C:26]=5[CH:27]=4)[CH2:20][CH2:21]3)=[CH:10][NH:11][C:3]=2[CH:2]=1.[ClH:34], predict the reactants needed to synthesize it. The reactants are: [CH:1]1[C:6]([C:7]#[N:8])=[CH:5][C:4]2[C:9]([CH2:12][CH2:13][CH2:14][CH2:15][N:16]3[CH2:21][CH2:20][N:19]([C:22]4[CH:23]=[CH:24][C:25]5[O:30][C:29]([C:31]([NH2:33])=[O:32])=[CH:28][C:26]=5[CH:27]=4)[CH2:18][CH2:17]3)=[CH:10][NH:11][C:3]=2[CH:2]=1.[Cl:34]CCl.CC(O)C.Cl.